Dataset: Catalyst prediction with 721,799 reactions and 888 catalyst types from USPTO. Task: Predict which catalyst facilitates the given reaction. (1) Reactant: [CH3:1][N:2]1[C:6]2[CH:7]=[CH:8][C:9]([N:11]3[CH:16]=[C:15]([C:17]([O:19][CH2:20][CH3:21])=[O:18])[C:14](=[O:22])[NH:13][C:12]3=[O:23])=[CH:10][C:5]=2[N:4]=[N:3]1.Br[CH2:25][C:26]1[CH:31]=[CH:30][CH:29]=[C:28]([C:32]([F:35])([F:34])[F:33])[C:27]=1[Cl:36].C(=O)([O-])[O-].[K+].[K+].[I-].[K+]. Product: [Cl:36][C:27]1[C:28]([C:32]([F:33])([F:34])[F:35])=[CH:29][CH:30]=[CH:31][C:26]=1[CH2:25][N:13]1[C:14](=[O:22])[C:15]([C:17]([O:19][CH2:20][CH3:21])=[O:18])=[CH:16][N:11]([C:9]2[CH:8]=[CH:7][C:6]3[N:2]([CH3:1])[N:3]=[N:4][C:5]=3[CH:10]=2)[C:12]1=[O:23]. The catalyst class is: 18. (2) Reactant: [N+]([C:4]1[CH:5]=C2C(=C[CH:13]=1)C(=O)NN=C2Br)([O-])=O.[N+:16]([C:19]1[CH:28]=[C:27]2[C:22]([C:23]([Br:30])=[N:24][NH:25][C:26]2=[O:29])=[CH:21][CH:20]=1)([O-:18])=[O:17].[H-].[Na+].BrC(C)C. Product: [N+:16]([C:19]1[CH:28]=[C:27]2[C:22]([C:23]([Br:30])=[N:24][N:25]([CH:4]([CH3:5])[CH3:13])[C:26]2=[O:29])=[CH:21][CH:20]=1)([O-:18])=[O:17]. The catalyst class is: 3. (3) Reactant: P(Cl)(Cl)(Cl)=O.[Cl:6][C:7]1[CH:12]=[CH:11][C:10]([C:13]2[NH:14][C:15](=O)[CH:16]=[C:17]([C:19]([OH:21])=[O:20])[N:18]=2)=[CH:9][CH:8]=1.C(#[N:25])C. Product: [NH2:25][C:15]1[N:14]=[C:13]([C:10]2[CH:11]=[CH:12][C:7]([Cl:6])=[CH:8][CH:9]=2)[N:18]=[C:17]([C:19]([OH:21])=[O:20])[CH:16]=1. The catalyst class is: 6. (4) Reactant: Cl[C:2]1[N:7]2[N:8]=[C:9]([C:18]3[CH:23]=[CH:22][CH:21]=[CH:20][C:19]=3[Cl:24])[C:10]([C:11]3[CH:16]=[CH:15][C:14]([Cl:17])=[CH:13][CH:12]=3)=[C:6]2[N:5]=[C:4]([CH3:25])[C:3]=1[CH3:26].C(N(C(C)C)CC)(C)C.Cl.[CH2:37]([NH:39][C:40]1([C:44]([NH2:46])=[O:45])[CH2:43][NH:42][CH2:41]1)[CH3:38]. Product: [Cl:17][C:14]1[CH:13]=[CH:12][C:11]([C:10]2[C:9]([C:18]3[CH:23]=[CH:22][CH:21]=[CH:20][C:19]=3[Cl:24])=[N:8][N:7]3[C:2]([N:42]4[CH2:43][C:40]([NH:39][CH2:37][CH3:38])([C:44]([NH2:46])=[O:45])[CH2:41]4)=[C:3]([CH3:26])[C:4]([CH3:25])=[N:5][C:6]=23)=[CH:16][CH:15]=1. The catalyst class is: 36. (5) Reactant: [CH3:1][C:2]1[S:6][C:5]([C:7]2[C:16]3[C:11](=[CH:12][CH:13]=[C:14](Br)[CH:15]=3)[C:10]([CH3:19])([CH3:18])[CH2:9][CH:8]=2)=[CH:4][CH:3]=1.[Li]C(C)(C)C.CCCCC.CN([CH:33]=[O:34])C.C(=O)=O. Product: [CH3:1][C:2]1[S:6][C:5]([C:7]2[C:16]3[C:11](=[CH:12][CH:13]=[C:14]([CH:33]=[O:34])[CH:15]=3)[C:10]([CH3:19])([CH3:18])[CH2:9][CH:8]=2)=[CH:4][CH:3]=1. The catalyst class is: 116.